Dataset: Full USPTO retrosynthesis dataset with 1.9M reactions from patents (1976-2016). Task: Predict the reactants needed to synthesize the given product. (1) Given the product [F:30][C:31]1[CH:32]=[C:33]([C@H:37]2[CH2:42][CH2:41][C@H:40]([CH:43]=[CH2:2])[CH2:39][CH2:38]2)[CH:34]=[CH:35][CH:36]=1, predict the reactants needed to synthesize it. The reactants are: [Br-].[CH3:2]OC[P+](C1C=CC=CC=1)(C1C=CC=CC=1)C1C=CC=CC=1.CC(C)([O-])C.[K+].[F:30][C:31]1[CH:32]=[C:33]([C@H:37]2[CH2:42][CH2:41][C@H:40]([CH:43]=O)[CH2:39][CH2:38]2)[CH:34]=[CH:35][CH:36]=1.O. (2) Given the product [CH2:30]([N:16]([CH2:13][CH2:14][CH3:15])[C:17]([C:19]1[CH:20]=[C:21]([CH:26]=[C:27]([C:4]2[O:5][CH:6]=[CH:7][N:8]=2)[CH:28]=1)[C:22]([O:24][CH3:25])=[O:23])=[O:18])[CH2:31][CH3:32], predict the reactants needed to synthesize it. The reactants are: C([Sn](CC)(CC)[C:4]1[O:5][CH:6]=[CH:7][N:8]=1)C.[CH2:13]([N:16]([CH2:30][CH2:31][CH3:32])[C:17]([C:19]1[CH:20]=[C:21]([CH:26]=[C:27](I)[CH:28]=1)[C:22]([O:24][CH3:25])=[O:23])=[O:18])[CH2:14][CH3:15].